From a dataset of Catalyst prediction with 721,799 reactions and 888 catalyst types from USPTO. Predict which catalyst facilitates the given reaction. (1) Reactant: [CH3:1][N:2]1[CH2:7][CH2:6][NH:5][CH2:4][CH2:3]1.[Br:8][C:9]1[C:10]([N:17]([CH:29]2[CH2:33][CH2:32][CH2:31][CH2:30]2)[NH:18][C:19](=[O:28])[C:20]2[CH:25]=[CH:24][C:23]([CH2:26]Br)=[CH:22][CH:21]=2)=[N:11][C:12]([C:15]#[N:16])=[N:13][CH:14]=1. Product: [Br:8][C:9]1[C:10]([N:17]([CH:29]2[CH2:33][CH2:32][CH2:31][CH2:30]2)[NH:18][C:19](=[O:28])[C:20]2[CH:25]=[CH:24][C:23]([CH2:26][N:5]3[CH2:6][CH2:7][N:2]([CH3:1])[CH2:3][CH2:4]3)=[CH:22][CH:21]=2)=[N:11][C:12]([C:15]#[N:16])=[N:13][CH:14]=1. The catalyst class is: 2. (2) Reactant: [BrH:1].[C:2]([C:5]1[CH:6]=[C:7]([C:11]2[CH:12]=[N:13][C:14]([N:17]3[CH2:22][CH2:21][CH:20]([C:23]4[C:32]([C@@H:33]([F:44])[C:34]5[CH:39]=[CH:38][C:37]([C:40]([F:43])([F:42])[F:41])=[CH:36][CH:35]=5)=[C:31]([CH:45]5[CH2:50][CH2:49][C:48]([F:52])([F:51])[CH2:47][CH2:46]5)[C:30]5[C@@H:29]([OH:53])[CH2:28][C:27]([CH3:55])([CH3:54])[CH2:26][C:25]=5[N:24]=4)[CH2:19][CH2:18]3)=[N:15][CH:16]=2)[CH:8]=[CH:9][CH:10]=1)([OH:4])=[O:3]. Product: [BrH:1].[BrH:1].[C:2]([C:5]1[CH:6]=[C:7]([C:11]2[CH:16]=[N:15][C:14]([N:17]3[CH2:22][CH2:21][CH:20]([C:23]4[C:32]([C@@H:33]([F:44])[C:34]5[CH:39]=[CH:38][C:37]([C:40]([F:41])([F:42])[F:43])=[CH:36][CH:35]=5)=[C:31]([CH:45]5[CH2:50][CH2:49][C:48]([F:51])([F:52])[CH2:47][CH2:46]5)[C:30]5[C@@H:29]([OH:53])[CH2:28][C:27]([CH3:55])([CH3:54])[CH2:26][C:25]=5[N:24]=4)[CH2:19][CH2:18]3)=[N:13][CH:12]=2)[CH:8]=[CH:9][CH:10]=1)([OH:4])=[O:3]. The catalyst class is: 21. (3) Reactant: [Cl:1][C:2]1[N:7]=[C:6]([N:8]([CH:15]2[CH2:24][CH2:23][C:18]3(OCC[O:19]3)[CH2:17][CH2:16]2)[C@@H:9]([C:11]([O:13][CH3:14])=[O:12])[CH3:10])[C:5]([N+:25]([O-:27])=[O:26])=[CH:4][N:3]=1. Product: [Cl:1][C:2]1[N:7]=[C:6]([N:8]([CH:15]2[CH2:24][CH2:23][C:18](=[O:19])[CH2:17][CH2:16]2)[C@@H:9]([C:11]([O:13][CH3:14])=[O:12])[CH3:10])[C:5]([N+:25]([O-:27])=[O:26])=[CH:4][N:3]=1. The catalyst class is: 12.